From a dataset of Catalyst prediction with 721,799 reactions and 888 catalyst types from USPTO. Predict which catalyst facilitates the given reaction. (1) Reactant: [C:1]([O:5][C:6]([N:8]1[CH2:14][CH2:13][C:12]2[CH:15]=[CH:16][CH:17]=[CH:18][C:11]=2[C:10]([NH2:22])([N:19]([CH3:21])[CH3:20])[CH2:9]1)=[O:7])([CH3:4])([CH3:3])[CH3:2].[Br:23][C:24]1[S:28][C:27]([S:29](Cl)(=[O:31])=[O:30])=[CH:26][CH:25]=1. Product: [C:1]([O:5][C:6]([N:8]1[CH2:14][CH2:13][C:12]2[CH:15]=[CH:16][CH:17]=[CH:18][C:11]=2[C:10]([NH:22][S:29]([C:27]2[S:28][C:24]([Br:23])=[CH:25][CH:26]=2)(=[O:31])=[O:30])([N:19]([CH3:20])[CH3:21])[CH2:9]1)=[O:7])([CH3:4])([CH3:3])[CH3:2]. The catalyst class is: 529. (2) Product: [CH3:11][C@H:12]1[CH2:17][O:16][CH2:15][CH2:14][N:13]1[C:18]1[CH:23]=[C:22]([C:24]([S:27]([C:30]2[CH:31]=[CH:32][N:33]=[CH:34][CH:35]=2)(=[O:28])=[O:29])([CH3:26])[CH3:25])[N:21]=[C:20]([C:36]2[CH:37]=[CH:38][C:39]([NH:40][C:2](=[O:3])[O:4][C:5]3[CH:10]=[CH:9][CH:8]=[CH:7][CH:6]=3)=[CH:41][CH:42]=2)[N:19]=1. The catalyst class is: 12. Reactant: Cl[C:2]([O:4][C:5]1[CH:10]=[CH:9][CH:8]=[CH:7][CH:6]=1)=[O:3].[CH3:11][C@H:12]1[CH2:17][O:16][CH2:15][CH2:14][N:13]1[C:18]1[CH:23]=[C:22]([C:24]([S:27]([C:30]2[CH:35]=[CH:34][N:33]=[CH:32][CH:31]=2)(=[O:29])=[O:28])([CH3:26])[CH3:25])[N:21]=[C:20]([C:36]2[CH:42]=[CH:41][C:39]([NH2:40])=[CH:38][CH:37]=2)[N:19]=1.C(=O)(O)[O-].[Na+].O. (3) Reactant: [Cl:1][C:2]1[CH:3]=[C:4]([CH:14]=[C:15]([Cl:17])[CH:16]=1)[O:5][C:6]1[O:10][C:9]([C:11](Cl)=[O:12])=[CH:8][CH:7]=1.[Br:18][C:19]1[C:28]([O:29][CH:30]([C:38]([O:40][CH3:41])=[O:39])[CH2:31][C:32]2[CH:37]=[CH:36][CH:35]=[CH:34][CH:33]=2)=[CH:27][CH:26]=[C:25]2[C:20]=1[CH:21]=[CH:22][C:23]([CH2:42][NH3+:43])=[CH:24]2.[Cl-].C(N(CC)CC)C. Product: [CH3:41][O:40][C:38](=[O:39])[CH:30]([O:29][C:28]1[CH:27]=[CH:26][C:25]2[C:20](=[CH:21][CH:22]=[C:23]([CH2:42][NH:43][C:11]([C:9]3[O:10][C:6]([O:5][C:4]4[CH:3]=[C:2]([Cl:1])[CH:16]=[C:15]([Cl:17])[CH:14]=4)=[CH:7][CH:8]=3)=[O:12])[CH:24]=2)[C:19]=1[Br:18])[CH2:31][C:32]1[CH:33]=[CH:34][CH:35]=[CH:36][CH:37]=1. The catalyst class is: 2. (4) Reactant: [CH:1]1(/[CH:6]=[C:7](/B2OC(C)(C)C(C)(C)O2)\[CH2:8][OH:9])[CH2:5][CH2:4][CH2:3][CH2:2]1.[CH3:19][N:20]([CH:22]=[N:23][S:24]([C:27]1[S:28][C:29](Br)=[CH:30][CH:31]=1)(=[O:26])=[O:25])[CH3:21].[F-].[Cs+]. Product: [CH3:21][N:20]([CH:22]=[N:23][S:24]([C:27]1[S:28][C:29](/[C:7](/[CH2:8][OH:9])=[CH:6]\[CH:1]2[CH2:2][CH2:3][CH2:4][CH2:5]2)=[CH:30][CH:31]=1)(=[O:26])=[O:25])[CH3:19]. The catalyst class is: 492. (5) Reactant: [CH3:1][NH:2][C@H:3]1[CH2:7][CH2:6][N:5]([C:8]2[C:13]([C:14]([O:16][CH:17]([CH3:19])[CH3:18])=[O:15])=[CH:12][CH:11]=[CH:10][N:9]=2)[CH2:4]1.[CH2:20]([C:22]1[CH:23]=[C:24]([CH:27]=[CH:28][CH:29]=1)[CH:25]=O)[CH3:21].[BH-](OC(C)=O)(OC(C)=O)OC(C)=O.[Na+].O. Product: [CH2:20]([C:22]1[CH:23]=[C:24]([CH2:25][N:2]([CH3:1])[C@H:3]2[CH2:7][CH2:6][N:5]([C:8]3[C:13]([C:14]([O:16][CH:17]([CH3:18])[CH3:19])=[O:15])=[CH:12][CH:11]=[CH:10][N:9]=3)[CH2:4]2)[CH:27]=[CH:28][CH:29]=1)[CH3:21]. The catalyst class is: 1. (6) Reactant: Cl[C:2]1[S:3][C:4]2[CH:10]=[CH:9][C:8]([N+:11]([O-:13])=[O:12])=[CH:7][C:5]=2[N:6]=1.O1CCCC1.[CH3:19][NH:20][CH3:21].O. Product: [CH3:19][N:20]([CH3:21])[C:2]1[S:3][C:4]2[CH:10]=[CH:9][C:8]([N+:11]([O-:13])=[O:12])=[CH:7][C:5]=2[N:6]=1. The catalyst class is: 7.